From a dataset of Merck oncology drug combination screen with 23,052 pairs across 39 cell lines. Regression. Given two drug SMILES strings and cell line genomic features, predict the synergy score measuring deviation from expected non-interaction effect. (1) Drug 1: O=C(O)C1(Cc2cccc(Nc3nccs3)n2)CCC(Oc2cccc(Cl)c2F)CC1. Drug 2: O=C(NOCC(O)CO)c1ccc(F)c(F)c1Nc1ccc(I)cc1F. Cell line: RPMI7951. Synergy scores: synergy=-2.73. (2) Synergy scores: synergy=-12.1. Drug 1: CCC1(O)CC2CN(CCc3c([nH]c4ccccc34)C(C(=O)OC)(c3cc4c(cc3OC)N(C)C3C(O)(C(=O)OC)C(OC(C)=O)C5(CC)C=CCN6CCC43C65)C2)C1. Drug 2: NC(=O)c1cccc2cn(-c3ccc(C4CCCNC4)cc3)nc12. Cell line: A427. (3) Drug 1: CN1C(=O)C=CC2(C)C3CCC4(C)C(NC(=O)OCC(F)(F)F)CCC4C3CCC12. Drug 2: COC1CC2CCC(C)C(O)(O2)C(=O)C(=O)N2CCCCC2C(=O)OC(C(C)CC2CCC(OP(C)(C)=O)C(OC)C2)CC(=O)C(C)C=C(C)C(O)C(OC)C(=O)C(C)CC(C)C=CC=CC=C1C. Cell line: HCT116. Synergy scores: synergy=-4.48.